This data is from Full USPTO retrosynthesis dataset with 1.9M reactions from patents (1976-2016). The task is: Predict the reactants needed to synthesize the given product. (1) Given the product [CH3:10][O:11][C:12]([C:14]1[N:15]=[C:16]([CH2:7][CH:1]2[CH2:6][CH2:5][CH2:4][CH2:3][CH2:2]2)[N:17]([CH3:29])[C:18](=[O:28])[C:19]=1[O:20][CH2:21][C:22]1[CH:27]=[CH:26][CH:25]=[CH:24][CH:23]=1)=[O:13], predict the reactants needed to synthesize it. The reactants are: [CH:1]1([CH2:7][Mg]Br)[CH2:6][CH2:5][CH2:4][CH2:3][CH2:2]1.[CH3:10][O:11][C:12]([C:14]1[N:15]=[C:16](S(C)(=O)=O)[N:17]([CH3:29])[C:18](=[O:28])[C:19]=1[O:20][CH2:21][C:22]1[CH:27]=[CH:26][CH:25]=[CH:24][CH:23]=1)=[O:13]. (2) Given the product [F:1][C:2]1[CH:3]=[CH:4][C:5]([C@@H:8]([NH:10][C:11](=[O:13])[O:24][C:21]([CH3:23])([CH3:22])[CH3:20])[CH3:9])=[N:6][CH:7]=1, predict the reactants needed to synthesize it. The reactants are: [F:1][C:2]1[CH:3]=[CH:4][C:5]([C@@H:8]([NH:10][C:11](=[O:13])C)[CH3:9])=[N:6][CH:7]=1.CC(N(C)C)=O.[CH3:20][C:21]([O:24]C(OC([O:24][C:21]([CH3:23])([CH3:22])[CH3:20])=O)=O)([CH3:23])[CH3:22].O.[OH-].[Li+]. (3) Given the product [CH3:13][O:12][C:10]([C:6]1[CH:5]=[C:4]2[C:9](=[CH:8][CH:7]=1)[N:1]([S:22]([C:16]1[CH:21]=[CH:20][CH:19]=[CH:18][CH:17]=1)(=[O:24])=[O:23])[CH:2]=[CH:3]2)=[O:11], predict the reactants needed to synthesize it. The reactants are: [NH:1]1[C:9]2[C:4](=[CH:5][C:6]([C:10]([O:12][CH3:13])=[O:11])=[CH:7][CH:8]=2)[CH:3]=[CH:2]1.[OH-].[K+].[C:16]1([S:22](Cl)(=[O:24])=[O:23])[CH:21]=[CH:20][CH:19]=[CH:18][CH:17]=1.